Dataset: Reaction yield outcomes from USPTO patents with 853,638 reactions. Task: Predict the reaction yield, written as a fraction of the theoretical maximum amount of product (1.0 means a 100% yield; for example, 0.34 means a 34% yield). The product is [C:8]([O:11][CH2:12][CH2:13][C:14]1[CH:15]=[CH:16][CH:17]=[C:18]2[C:22]=1[NH:21][CH:20]=[C:19]2[C:30](=[O:31])[CH:32]([NH:39][C:40]1[CH:41]=[N:42][CH:43]=[C:44]([O:46][CH3:47])[CH:45]=1)[C:33]1[CH:34]=[CH:35][CH:36]=[CH:37][CH:38]=1)(=[O:10])[CH3:9]. The reactants are C(N(CC)CC)C.[C:8]([O:11][CH2:12][CH2:13][C:14]1[CH:15]=[CH:16][CH:17]=[C:18]2[C:22]=1[N:21](C(OC(C)(C)C)=O)[CH:20]=[C:19]2[CH:30]=[O:31])(=[O:10])[CH3:9].[CH:32](=[N:39][C:40]1[CH:41]=[N:42][CH:43]=[C:44]([O:46][CH3:47])[CH:45]=1)[C:33]1[CH:38]=[CH:37][CH:36]=[CH:35][CH:34]=1. The yield is 0.410. The catalyst is [Cl-].C([N+]1C(C)=C(CCO)SC=1)C1C=CC=CC=1.C(O)C.